Dataset: Full USPTO retrosynthesis dataset with 1.9M reactions from patents (1976-2016). Task: Predict the reactants needed to synthesize the given product. (1) Given the product [Br:18][CH2:1][C:2]1[CH:11]=[CH:10][C:5]([C:6]([O:8][CH3:9])=[O:7])=[C:4]([C:12]2[CH:17]=[CH:16][CH:15]=[CH:14][CH:13]=2)[CH:3]=1, predict the reactants needed to synthesize it. The reactants are: [CH3:1][C:2]1[CH:11]=[CH:10][C:5]([C:6]([O:8][CH3:9])=[O:7])=[C:4]([C:12]2[CH:17]=[CH:16][CH:15]=[CH:14][CH:13]=2)[CH:3]=1.[Br:18]N1C(=O)CCC1=O.N(C(C)(C)C#N)=NC(C)(C)C#N.C(OOC(=O)C1C=CC=CC=1)(=O)C1C=CC=CC=1. (2) Given the product [NH2:7][C:6]1[O:5][N:4]=[C:3]([CH3:8])[C:2]=1[C:25]1[CH:24]=[CH:23][C:22]([N:19]2[CH2:18][CH2:17][N:16]([C:14]([O:13][C:9]([CH3:12])([CH3:11])[CH3:10])=[O:15])[CH2:21][CH2:20]2)=[CH:27][CH:26]=1, predict the reactants needed to synthesize it. The reactants are: Br[C:2]1[C:3]([CH3:8])=[N:4][O:5][C:6]=1[NH2:7].[C:9]([O:13][C:14]([N:16]1[CH2:21][CH2:20][N:19]([C:22]2[CH:27]=[CH:26][C:25](B(O)O)=[CH:24][CH:23]=2)[CH2:18][CH2:17]1)=[O:15])([CH3:12])([CH3:11])[CH3:10].C(=O)([O-])[O-].[Na+].[Na+].O. (3) The reactants are: [F:1][C:2]1[N:7]=[C:6]([N:8](C)[C:9]2[N:14]3[N:15]=[CH:16][N:17]=[C:13]3[CH:12]=[C:11]([C:18]3[CH:23]=[CH:22][CH:21]=[CH:20][CH:19]=3)[N:10]=2)[CH:5]=[C:4]([CH3:25])[N:3]=1.C([O-])([O-])=O.[K+].[K+].CI.C(Cl)(Cl)Cl. Given the product [F:1][C:2]1[N:7]=[C:6]([NH:8][C:9]2[N:14]3[N:15]=[CH:16][N:17]=[C:13]3[CH:12]=[C:11]([C:18]3[CH:23]=[CH:22][CH:21]=[CH:20][CH:19]=3)[N:10]=2)[CH:5]=[C:4]([CH3:25])[N:3]=1, predict the reactants needed to synthesize it. (4) The reactants are: I[C:2]1[CH:7]=[CH:6][C:5]([NH:8][C:9]([C:11]2[NH:12][C:13]3[C:18]([CH:19]=2)=[CH:17][CH:16]=[CH:15][C:14]=3[S:20]([C:23]2[CH:28]=[CH:27][CH:26]=[CH:25][CH:24]=2)(=[O:22])=[O:21])=[O:10])=[C:4]([C:29]2[NH:33][N:32]=[N:31][N:30]=2)[CH:3]=1.[C-:34]#[N:35].[K+]. Given the product [C:34]([C:2]1[CH:7]=[CH:6][C:5]([NH:8][C:9]([C:11]2[NH:12][C:13]3[C:18]([CH:19]=2)=[CH:17][CH:16]=[CH:15][C:14]=3[S:20]([C:23]2[CH:28]=[CH:27][CH:26]=[CH:25][CH:24]=2)(=[O:21])=[O:22])=[O:10])=[C:4]([C:29]2[NH:30][N:31]=[N:32][N:33]=2)[CH:3]=1)#[N:35], predict the reactants needed to synthesize it. (5) Given the product [N:26]1([C:2]2[CH:7]=[C:6]([C:8]3[CH:17]=[CH:16][C:15]4[C:10](=[C:11]([C:18]([NH:20][C:21]5[S:22][CH:23]=[CH:24][N:25]=5)=[O:19])[CH:12]=[CH:13][CH:14]=4)[N:9]=3)[CH:5]=[CH:4][N:3]=2)[CH2:29][CH2:28][CH2:27]1, predict the reactants needed to synthesize it. The reactants are: Cl[C:2]1[CH:7]=[C:6]([C:8]2[CH:17]=[CH:16][C:15]3[C:10](=[C:11]([C:18]([NH:20][C:21]4[S:22][CH:23]=[CH:24][N:25]=4)=[O:19])[CH:12]=[CH:13][CH:14]=3)[N:9]=2)[CH:5]=[CH:4][N:3]=1.[NH:26]1[CH2:29][CH2:28][CH2:27]1.[F-].[Cs+].CC([O-])(C)C.[K+].